From a dataset of Reaction yield outcomes from USPTO patents with 853,638 reactions. Predict the reaction yield, written as a fraction of the theoretical maximum amount of product (1.0 means a 100% yield; for example, 0.34 means a 34% yield). (1) The reactants are [CH2:1]([O:3][C:4]([C:6]1[NH:7][C:8]2[C:13]([CH:14]=1)=[CH:12][C:11]([C:15]([N:17]1[CH2:23][CH2:22][CH2:21][N:20]([C:24]([O:26][C:27]([CH3:30])([CH3:29])[CH3:28])=[O:25])[CH2:19][CH2:18]1)=[O:16])=[CH:10][CH:9]=2)=[O:5])[CH3:2].C(=O)([O-])[O-].[Cs+].[Cs+].[CH:37](CS([O-])(=O)=O)([CH3:39])[CH3:38]. The catalyst is C(#N)C. The product is [CH2:1]([O:3][C:4]([C:6]1[N:7]([CH:37]([CH3:39])[CH3:38])[C:8]2[C:13]([CH:14]=1)=[CH:12][C:11]([C:15]([N:17]1[CH2:23][CH2:22][CH2:21][N:20]([C:24]([O:26][C:27]([CH3:29])([CH3:28])[CH3:30])=[O:25])[CH2:19][CH2:18]1)=[O:16])=[CH:10][CH:9]=2)=[O:5])[CH3:2]. The yield is 0.930. (2) The reactants are [OH:1][CH2:2][CH2:3][NH:4][C@:5]12[CH2:40][CH2:39][C@@H:38]([C:41]([CH3:43])=[CH2:42])[C@@H:6]1[C@@H:7]1[C@@:20]([CH3:23])([CH2:21][CH2:22]2)[C@@:19]2([CH3:24])[C@@H:10]([C@:11]3([CH3:37])[C@@H:16]([CH2:17][CH2:18]2)[C:15]([CH3:26])([CH3:25])[C:14]([C:27]2[CH:36]=[CH:35][C:30]([C:31]([O:33]C)=[O:32])=[CH:29][CH:28]=2)=[CH:13][CH2:12]3)[CH2:9][CH2:8]1.[OH-].[Na+]. The catalyst is O1CCOCC1.CO. The product is [OH:1][CH2:2][CH2:3][NH:4][C@:5]12[CH2:40][CH2:39][C@@H:38]([C:41]([CH3:43])=[CH2:42])[C@@H:6]1[C@@H:7]1[C@@:20]([CH3:23])([CH2:21][CH2:22]2)[C@@:19]2([CH3:24])[C@@H:10]([C@:11]3([CH3:37])[C@@H:16]([CH2:17][CH2:18]2)[C:15]([CH3:26])([CH3:25])[C:14]([C:27]2[CH:28]=[CH:29][C:30]([C:31]([OH:33])=[O:32])=[CH:35][CH:36]=2)=[CH:13][CH2:12]3)[CH2:9][CH2:8]1. The yield is 0.695. (3) The reactants are Cl[C:2]1[N:7]=[C:6]([NH:8][C:9]2[CH:10]=[N:11][CH:12]=[CH:13][CH:14]=2)[C:5]([N+:15]([O-:17])=[O:16])=[C:4]([N:18]2[CH2:23][CH2:22][O:21][CH2:20][CH2:19]2)[N:3]=1.[F:24][CH:25]([F:37])[C:26]1[NH:30][C:29]2[CH:31]=[CH:32][CH:33]=[C:34]([O:35][CH3:36])[C:28]=2[N:27]=1.C([O-])([O-])=O.[K+].[K+].C(Cl)Cl.CCOC(C)=O. The catalyst is CS(C)=O.O. The product is [F:37][CH:25]([F:24])[C:26]1[N:30]([C:2]2[N:7]=[C:6]([NH:8][C:9]3[CH:10]=[N:11][CH:12]=[CH:13][CH:14]=3)[C:5]([N+:15]([O-:17])=[O:16])=[C:4]([N:18]3[CH2:23][CH2:22][O:21][CH2:20][CH2:19]3)[N:3]=2)[C:29]2[CH:31]=[CH:32][CH:33]=[C:34]([O:35][CH3:36])[C:28]=2[N:27]=1. The yield is 0.750. (4) The reactants are Br[CH2:2][C:3]([C:5]1[CH:6]=[N:7][C:8]([Br:11])=[CH:9][CH:10]=1)=O.[CH:12]1([CH2:15][NH:16][C:17]([NH2:19])=[S:18])[CH2:14][CH2:13]1.C(=O)(O)[O-].[Na+]. The catalyst is C(O)C. The product is [Br:11][C:8]1[N:7]=[CH:6][C:5]([C:3]2[N:19]=[C:17]([NH:16][CH2:15][CH:12]3[CH2:14][CH2:13]3)[S:18][CH:2]=2)=[CH:10][CH:9]=1. The yield is 0.610. (5) The reactants are BrC1C=CC(Cl)=C(C=1)[C:7](O)=[O:8].[OH-:12].[K+].C(P(C(C)(C)C)[C:19]1[CH:24]=[CH:23][CH:22]=[CH:21][C:20]=1[C:25]1C(C(C)C)=CC(C(C)C)=CC=1C(C)C)(C)(C)C.[ClH:44].C[Si](C=[N+]=[N-])(C)C.C(O)(=[O:54])C. The catalyst is C1C=CC(/C=C/C(/C=C/C2C=CC=CC=2)=O)=CC=1.C1C=CC(/C=C/C(/C=C/C2C=CC=CC=2)=O)=CC=1.C1C=CC(/C=C/C(/C=C/C2C=CC=CC=2)=O)=CC=1.[Pd].[Pd]. The product is [Cl:44][C:19]1[CH:24]=[CH:23][C:22]([OH:54])=[CH:21][C:20]=1[C:25]([O:8][CH3:7])=[O:12]. The yield is 0.679. (6) The catalyst is C(OCC)(=O)C.ClCCl. The yield is 0.620. The product is [CH2:8]([C:10]1([C:16]2[CH:17]=[C:18]([NH:22][S:23]([CH3:26])(=[O:25])=[O:24])[CH:19]=[CH:20][CH:21]=2)[CH:15]2[CH:11]1[CH2:12][N:13]([CH2:8][CH:10]1[CH2:15][CH:11]1[C:3]1[CH:2]=[CH:38][CH:37]=[CH:43][CH:42]=1)[CH2:14]2)[CH3:9]. The reactants are F[C:2](F)(F)[C:3](O)=O.[CH2:8]([C:10]1([C:16]2[CH:17]=[C:18]([NH:22][S:23]([CH3:26])(=[O:25])=[O:24])[CH:19]=[CH:20][CH:21]=2)[CH:15]2[CH:11]1[CH2:12][NH:13][CH2:14]2)[CH3:9].C(O[BH-](O[C:37](=O)[CH3:38])OC(=O)C)(=O)C.[Na+].Cl[CH2:42][CH2:43]Cl.